This data is from Reaction yield outcomes from USPTO patents with 853,638 reactions. The task is: Predict the reaction yield, written as a fraction of the theoretical maximum amount of product (1.0 means a 100% yield; for example, 0.34 means a 34% yield). The reactants are Cl[C:2]1[N:7]=[C:6]([C:8]2[S:12][C:11]([CH:13]3[CH2:16][CH2:15][CH2:14]3)=[N:10][C:9]=2[C:17]2[CH:18]=[CH:19][C:20]([F:35])=[C:21]([NH:23][S:24]([C:27]3[CH:32]=[C:31]([F:33])[CH:30]=[CH:29][C:28]=3[F:34])(=[O:26])=[O:25])[CH:22]=2)[CH:5]=[CH:4][N:3]=1.[CH3:36][S:37]([N:40]1[CH2:45][CH2:44][CH:43]([NH2:46])[CH2:42][CH2:41]1)(=[O:39])=[O:38]. The catalyst is C1COCC1. The product is [CH:13]1([C:11]2[S:12][C:8]([C:6]3[CH:5]=[CH:4][N:3]=[C:2]([NH:46][CH:43]4[CH2:44][CH2:45][N:40]([S:37]([CH3:36])(=[O:39])=[O:38])[CH2:41][CH2:42]4)[N:7]=3)=[C:9]([C:17]3[CH:18]=[CH:19][C:20]([F:35])=[C:21]([NH:23][S:24]([C:27]4[CH:32]=[C:31]([F:33])[CH:30]=[CH:29][C:28]=4[F:34])(=[O:26])=[O:25])[CH:22]=3)[N:10]=2)[CH2:16][CH2:15][CH2:14]1. The yield is 0.980.